This data is from Reaction yield outcomes from USPTO patents with 853,638 reactions. The task is: Predict the reaction yield, written as a fraction of the theoretical maximum amount of product (1.0 means a 100% yield; for example, 0.34 means a 34% yield). (1) The reactants are [C:1]([O:5][C:6](=[O:11])[NH:7][CH2:8][CH2:9][OH:10])([CH3:4])([CH3:3])[CH3:2].C1(P(C2C=CC=CC=2)C2C=CC=CC=2)C=CC=CC=1.O[N:32]1[C:36](=[O:37])[C:35]2=[CH:38][CH:39]=[CH:40][CH:41]=[C:34]2[C:33]1=[O:42].N(C(OCC)=O)=NC(OCC)=O. The yield is 0.852. The product is [C:1]([O:5][C:6](=[O:11])[NH:7][CH2:8][CH2:9][O:10][N:32]1[C:36](=[O:37])[C:35]2[C:34](=[CH:41][CH:40]=[CH:39][CH:38]=2)[C:33]1=[O:42])([CH3:4])([CH3:2])[CH3:3]. The catalyst is O1CCCC1. (2) The reactants are [F:1][C:2](F)([CH2:12][CH:13](I)[Si](C)(C)C)[C:3]([C:5]1[CH:10]=[CH:9][CH:8]=[CH:7][C:6]=1[CH3:11])=O.[NH3:20]. The catalyst is O1CCCC1. The product is [F:1][C:2]1[CH:12]=[CH:13][NH:20][C:3]=1[C:5]1[CH:10]=[CH:9][CH:8]=[CH:7][C:6]=1[CH3:11]. The yield is 0.780. (3) The reactants are [OH:1][C:2]1[CH:7]=[CH:6][C:5]2[CH2:8][O:9][C@@H:10]3[C@@H:14]([C:4]=2[CH:3]=1)[CH2:13][N:12](C(OC(C)(C)C)=O)[CH2:11]3.C(=O)([O-])[O-].[K+].[K+].[CH2:28](Br)[C:29]1[CH:34]=[CH:33][CH:32]=[CH:31][CH:30]=1.C(NCC)C. The catalyst is CC(C)=O. The product is [CH2:28]([O:1][C:2]1[CH:7]=[CH:6][C:5]2[CH2:8][O:9][C@@H:10]3[C@@H:14]([C:4]=2[CH:3]=1)[CH2:13][NH:12][CH2:11]3)[C:29]1[CH:34]=[CH:33][CH:32]=[CH:31][CH:30]=1. The yield is 1.00. (4) The yield is 0.120. The product is [CH2:9]([N:16]([CH:17]([CH3:19])[CH3:18])[C:2]1[CH:7]=[N:6][CH:5]=[C:4]([Cl:8])[N:3]=1)[C:10]1[CH:15]=[CH:14][CH:13]=[CH:12][CH:11]=1. The catalyst is O. The reactants are Cl[C:2]1[CH:7]=[N:6][CH:5]=[C:4]([Cl:8])[N:3]=1.[CH2:9]([NH:16][CH:17]([CH3:19])[CH3:18])[C:10]1[CH:15]=[CH:14][CH:13]=[CH:12][CH:11]=1.C(=O)([O-])[O-].[K+].[K+].CC(N(C)C)=O. (5) The catalyst is CC#N.O. The yield is 0.0200. The reactants are [F:1][C:2]1[CH:10]=[C:9]2[C:5]([C:6]([C:11]3[CH:26]=[CH:25][C:14]4[N:15]=[C:16]([CH2:18][NH:19][S:20]([CH:23]=[CH2:24])(=[O:22])=[O:21])[O:17][C:13]=4[CH:12]=3)=[CH:7][NH:8]2)=[CH:4][CH:3]=1.[NH:27]1[CH2:32][CH2:31][O:30][CH2:29][CH2:28]1. The product is [F:1][C:2]1[CH:10]=[C:9]2[C:5]([C:6]([C:11]3[CH:26]=[CH:25][C:14]4[N:15]=[C:16]([CH2:18][NH:19][S:20]([CH2:23][CH2:24][N:27]5[CH2:32][CH2:31][O:30][CH2:29][CH2:28]5)(=[O:22])=[O:21])[O:17][C:13]=4[CH:12]=3)=[CH:7][NH:8]2)=[CH:4][CH:3]=1. (6) The reactants are [CH:1]([C:3]1[CH:8]=[CH:7][C:6]([C:9]2[O:13][N:12]=[C:11]([C:14]3[CH:15]=[CH:16][C:17]([O:22][CH:23]([CH3:25])[CH3:24])=[C:18]([CH:21]=3)[C:19]#[N:20])[N:10]=2)=[CH:5][CH:4]=1)=O.[NH:26]1[CH2:29][CH:28]([C:30]([OH:32])=[O:31])[CH2:27]1.C(O)(=O)C.C([BH3-])#N. The catalyst is CO.ClCCCl. The product is [C:19]([C:18]1[CH:21]=[C:14]([C:11]2[N:10]=[C:9]([C:6]3[CH:5]=[CH:4][C:3]([CH2:1][N:26]4[CH2:29][CH:28]([C:30]([OH:32])=[O:31])[CH2:27]4)=[CH:8][CH:7]=3)[O:13][N:12]=2)[CH:15]=[CH:16][C:17]=1[O:22][CH:23]([CH3:25])[CH3:24])#[N:20]. The yield is 0.259. (7) The reactants are [CH3:1][C:2]1[CH:7]=[CH:6][C:5]([S:8]([O:11][CH2:12][CH:13]2[CH2:17][C:16]3[CH:18]=[CH:19][CH:20]=[C:21](Br)[C:15]=3[O:14]2)(=[O:10])=[O:9])=[CH:4][CH:3]=1.[Cl:23][C:24]1[CH:29]=[CH:28][CH:27]=[CH:26][C:25]=1B(O)O.C(=O)([O-])[O-].[K+].[K+].CC1C=CC(S(OCC2CC3C(C4C=CC=CC=4)=CC=CC=3O2)(=O)=O)=CC=1. The catalyst is CC1C=CC=CC=1[P](C1C=CC=CC=1C)([Pd](Cl)(Cl)[P](C1=C(C)C=CC=C1)(C1C=CC=CC=1C)C1C=CC=CC=1C)C1C=CC=CC=1C. The product is [CH3:1][C:2]1[CH:7]=[CH:6][C:5]([S:8]([O:11][CH2:12][CH:13]2[CH2:17][C:16]3[CH:18]=[CH:19][CH:20]=[C:21]([C:25]4[CH:26]=[CH:27][CH:28]=[CH:29][C:24]=4[Cl:23])[C:15]=3[O:14]2)(=[O:10])=[O:9])=[CH:4][CH:3]=1. The yield is 0.700.